This data is from Catalyst prediction with 721,799 reactions and 888 catalyst types from USPTO. The task is: Predict which catalyst facilitates the given reaction. (1) Reactant: [Li+:1].[OH-].CO.[C:5]([C:11]1[CH:19]=[CH:18][CH:17]=[CH:16][C:12]=1[C:13]([OH:15])=[O:14])(=[O:10])[CH2:6][CH2:7][CH2:8][CH3:9]. Product: [C:5]([C:11]1[CH:19]=[CH:18][CH:17]=[CH:16][C:12]=1[C:13]([O-:15])=[O:14])(=[O:10])[CH2:6][CH2:7][CH2:8][CH3:9].[Li+:1]. The catalyst class is: 27. (2) Reactant: [C:1]([CH:3]1[C:16]2[CH:15]=[CH:14][CH:13]=[CH:12][C:11]=2[C:10]([CH3:18])([CH3:17])[C:9]2[C:4]1=[CH:5][CH:6]=[CH:7][CH:8]=2)#[N:2].[O-]CC.[Na+].Br[CH2:24][C:25]([O:27][CH2:28][CH3:29])=[O:26]. Product: [CH2:28]([O:27][C:25](=[O:26])[CH2:24][C:3]1([C:1]#[N:2])[C:16]2[CH:15]=[CH:14][CH:13]=[CH:12][C:11]=2[C:10]([CH3:18])([CH3:17])[C:9]2[C:4]1=[CH:5][CH:6]=[CH:7][CH:8]=2)[CH3:29]. The catalyst class is: 8. (3) Reactant: P(Cl)(Cl)([Cl:3])=O.[CH3:6][C:7]1[S:8][C:9]([C:21]2[CH:26]=[CH:25][NH:24][C:23](=O)[N:22]=2)=[C:10]([C:12]2[CH:17]=[CH:16][CH:15]=[C:14]([N+:18]([O-:20])=[O:19])[CH:13]=2)[N:11]=1. Product: [Cl:3][C:23]1[N:22]=[C:21]([C:9]2[S:8][C:7]([CH3:6])=[N:11][C:10]=2[C:12]2[CH:17]=[CH:16][CH:15]=[C:14]([N+:18]([O-:20])=[O:19])[CH:13]=2)[CH:26]=[CH:25][N:24]=1. The catalyst class is: 6. (4) Reactant: [F:1][C:2]([F:14])([F:13])[C:3]1[N:8]=[CH:7][C:6]([C@@H:9]([OH:12])[CH2:10][OH:11])=[CH:5][CH:4]=1.N1C=CC=CC=1.[C:21]1([CH3:31])[CH:26]=[CH:25][C:24]([S:27](Cl)(=[O:29])=[O:28])=[CH:23][CH:22]=1. Product: [CH3:31][C:21]1[CH:26]=[CH:25][C:24]([S:27]([O:11][CH2:10][C@H:9]([OH:12])[C:6]2[CH:7]=[N:8][C:3]([C:2]([F:13])([F:1])[F:14])=[CH:4][CH:5]=2)(=[O:29])=[O:28])=[CH:23][CH:22]=1. The catalyst class is: 2. (5) Reactant: C(C1C=C[C:8]([C:11]([CH3:40])([CH2:15][CH2:16][CH2:17][CH2:18][C:19](=[O:39])[CH2:20][CH2:21][CH2:22][CH2:23][C:24]([C:29]2C=CC(CC(C)C)=CC=2)([CH3:28])[C:25]([OH:27])=[O:26])[C:12]([OH:14])=[O:13])=CC=1)C(C)C.[OH-].[K+]. The catalyst class is: 40. Product: [O:39]=[C:19]([CH2:20][CH2:21][CH2:22][CH2:23][C:24]([CH3:29])([CH3:28])[C:25]([OH:27])=[O:26])[CH2:18][CH2:17][CH2:16][CH2:15][C:11]([CH3:8])([CH3:40])[C:12]([OH:14])=[O:13]. (6) Reactant: [CH2:1]([O:4][C:5]([NH:7][C@@:8]1([C:18]([OH:20])=[O:19])[C@@H:13]([F:14])[CH2:12][C@@H:11]2[C@H:9]1[C@H:10]2[C:15]([OH:17])=[O:16])=[O:6])[CH:2]=[CH2:3].[CH2:21](O)[CH:22]=[CH2:23].C(N(CC)C(C)C)(C)C.Cl.C(N=C=NCCCN(C)C)C. Product: [CH2:23]([O:16][C:15]([C@@H:10]1[C@@H:9]2[C@H:11]1[CH2:12][C@H:13]([F:14])[C@@:8]2([NH:7][C:5]([O:4][CH2:1][CH:2]=[CH2:3])=[O:6])[C:18]([OH:20])=[O:19])=[O:17])[CH:22]=[CH2:21]. The catalyst class is: 22.